Task: Predict the reactants needed to synthesize the given product.. Dataset: Full USPTO retrosynthesis dataset with 1.9M reactions from patents (1976-2016) (1) Given the product [Cl:1][C:2]1[N:7]=[C:6]2[CH:8]=[CH:9][N:10]([C:11]([O:13][C:14]([CH3:17])([CH3:16])[CH3:15])=[O:12])[C:5]2=[CH:4][CH:3]=1, predict the reactants needed to synthesize it. The reactants are: [Cl:1][C:2]1[N:7]=[C:6]2[CH:8]=[CH:9][NH:10][C:5]2=[CH:4][CH:3]=1.[C:11](O[C:11]([O:13][C:14]([CH3:17])([CH3:16])[CH3:15])=[O:12])([O:13][C:14]([CH3:17])([CH3:16])[CH3:15])=[O:12]. (2) Given the product [OH:24][C@H:22]1[CH2:21][CH2:20][C@:19]2([CH2:28][CH2:29][CH2:30][C:17]([CH2:16][O:15][C:12]3[CH:11]=[CH:10][C:9]([C@@H:5]([C:6]#[C:7][CH3:8])[CH2:4][C:3]([OH:31])=[O:2])=[CH:14][CH:13]=3)=[CH:18]2)[CH2:23]1, predict the reactants needed to synthesize it. The reactants are: C[O:2][C:3](=[O:31])[CH2:4][C@@H:5]([C:9]1[CH:14]=[CH:13][C:12]([O:15][CH2:16][C:17]2[CH2:30][CH2:29][CH2:28][C@@:19]3([CH2:23][C@@H:22]([O:24]C(=O)C)[CH2:21][CH2:20]3)[CH:18]=2)=[CH:11][CH:10]=1)[C:6]#[C:7][CH3:8].CO.[OH-].[Na+].Cl. (3) Given the product [CH2:19]([O:18][C:16](=[O:17])[CH:15]([NH:14][C:11](=[O:13])[CH2:10][C:6]1[CH:7]=[CH:8][CH:9]=[C:4]([N+:1]([O-:3])=[O:2])[CH:5]=1)[CH2:23][CH3:24])[CH:20]([CH3:21])[CH3:22], predict the reactants needed to synthesize it. The reactants are: [N+:1]([C:4]1[CH:5]=[C:6]([CH2:10][C:11]([OH:13])=O)[CH:7]=[CH:8][CH:9]=1)([O-:3])=[O:2].[NH2:14][CH:15]([CH2:23][CH3:24])[C:16]([O:18][CH2:19][CH:20]([CH3:22])[CH3:21])=[O:17]. (4) The reactants are: [Cl:1][C:2]1[N:10](CC=C)[C:9]2[C:8](=[O:14])[N:7]([CH2:15][CH2:16][CH2:17][CH2:18][C:19]3[O:23][N:22]=[C:21]([C:24]4[CH:29]=[CH:28][CH:27]=[CH:26][N:25]=4)[N:20]=3)[C:6](=[O:30])[NH:5][C:4]=2[N:3]=1.C(=O)([O-])[O-].[K+].[K+].I[CH2:38][CH2:39][CH3:40].N1CCOCC1. Given the product [Cl:1][C:2]1[NH:10][C:9]2[C:8](=[O:14])[N:7]([CH2:15][CH2:16][CH2:17][CH2:18][C:19]3[O:23][N:22]=[C:21]([C:24]4[CH:29]=[CH:28][CH:27]=[CH:26][N:25]=4)[N:20]=3)[C:6](=[O:30])[N:5]([CH2:38][CH2:39][CH3:40])[C:4]=2[N:3]=1, predict the reactants needed to synthesize it. (5) Given the product [Cl:28][C:29]1[CH:30]=[C:5]([CH:4]=[CH:3][C:36]=1[Cl:37])[CH2:6][N:1]1[CH2:43][CH2:38][CH2:39][CH:7]([CH2:8][O:9][C:10]2[CH:11]=[CH:12][C:13]([C:16]3[NH:20][C:19]4[CH:21]=[CH:22][C:23]([C:25]([NH2:27])=[O:26])=[CH:24][C:18]=4[N:17]=3)=[CH:14][CH:15]=2)[CH2:2]1, predict the reactants needed to synthesize it. The reactants are: [NH:1]1[CH2:6][CH2:5][CH2:4][CH2:3][CH:2]1[CH2:7][CH2:8][O:9][C:10]1[CH:15]=[CH:14][C:13]([C:16]2[NH:20][C:19]3[CH:21]=[CH:22][C:23]([C:25]([NH2:27])=[O:26])=[CH:24][C:18]=3[N:17]=2)=[CH:12][CH:11]=1.[Cl:28][C:29]1[CH:30]=C(C=C[C:36]=1[Cl:37])C=O.[C:38]1(C)[CH:43]=CC(C=O)=C[CH:39]=1. (6) Given the product [N:1]([C:4]1[CH:9]=[CH:8][C:7]([F:10])=[CH:6][C:5]=1[C:22]1[N:18]([CH:13]2[CH2:14][CH2:15][CH2:16][CH2:17][O:12]2)[N:19]=[CH:20][CH:21]=1)=[N+:2]=[N-:3], predict the reactants needed to synthesize it. The reactants are: [N:1]([C:4]1[CH:9]=[CH:8][C:7]([F:10])=[CH:6][C:5]=1Br)=[N+:2]=[N-:3].[O:12]1[CH2:17][CH2:16][CH2:15][CH2:14][CH:13]1[N:18]1[C:22](B2OC(C)(C)C(C)(C)O2)=[CH:21][CH:20]=[N:19]1.C([O-])([O-])=O.[Na+].[Na+].COCCOC. (7) Given the product [CH:3]1[C:4]2[N:26]([C:25]3[CH:20]=[CH:44][C:43]([C:39]4[CH:38]=[CH:37][C:42]([N:26]5[C:25]6[CH:24]=[CH:23][CH:22]=[CH:21][C:20]=6[C:19]6[C:27]5=[CH:15][CH:16]=[CH:17][CH:18]=6)=[CH:41][CH:40]=4)=[CH:45][CH:24]=3)[C:13]3[C:8](=[CH:9][CH:10]=[CH:11][CH:12]=3)[C:5]=2[CH:6]=[CH:7][CH:2]=1, predict the reactants needed to synthesize it. The reactants are: I[C:2]1[CH:7]=[CH:6][C:5]([C:8]2[CH:13]=[CH:12][C:11](I)=[CH:10][CH:9]=2)=[CH:4][CH:3]=1.[CH:15]1[C:27]2[NH:26][C:25]3[C:20](=[CH:21][CH:22]=[CH:23][CH:24]=3)[C:19]=2[CH:18]=[CH:17][CH:16]=1.C(=O)([O-])[O-].[K+].[K+].C([C:37]1[CH:42]=[CH:41][CH:40]=[C:39]([CH:43]([CH3:45])[CH3:44])[CH:38]=1)(C)C.